From a dataset of Reaction yield outcomes from USPTO patents with 853,638 reactions. Predict the reaction yield, written as a fraction of the theoretical maximum amount of product (1.0 means a 100% yield; for example, 0.34 means a 34% yield). (1) The reactants are [CH2:1]([C:3]1[N:4]=[C:5]([CH2:27][CH2:28][CH3:29])[N:6]([CH2:12][C:13]2[CH:18]=[CH:17][C:16]([C:19]3[C:20]([C:25]#[N:26])=[CH:21][CH:22]=[CH:23][CH:24]=3)=[CH:15][CH:14]=2)[C:7](=[O:11])[C:8]=1[CH:9]=O)[CH3:2].[NH:30]1[CH2:35][CH2:34][O:33][CH2:32][CH2:31]1.C(O[BH-](OC(=O)C)OC(=O)C)(=O)C.[Na+]. The catalyst is C(O)(=O)C.C(OCC)(=O)C. The product is [CH2:1]([C:3]1[N:4]=[C:5]([CH2:27][CH2:28][CH3:29])[N:6]([CH2:12][C:13]2[CH:18]=[CH:17][C:16]([C:19]3[C:20]([C:25]#[N:26])=[CH:21][CH:22]=[CH:23][CH:24]=3)=[CH:15][CH:14]=2)[C:7](=[O:11])[C:8]=1[CH2:9][N:30]1[CH2:35][CH2:34][O:33][CH2:32][CH2:31]1)[CH3:2]. The yield is 0.350. (2) The reactants are N[C:2]1[C:7]([Br:8])=[CH:6][C:5]([N+:9]([O-:11])=[O:10])=[CH:4][C:3]=1[OH:12].OS(O)(=O)=O.N([O-])=O.[Na+]. The catalyst is CCO.O. The product is [Br:8][C:7]1[CH:2]=[C:3]([OH:12])[CH:4]=[C:5]([N+:9]([O-:11])=[O:10])[CH:6]=1. The yield is 0.820. (3) The reactants are [CH3:1][O:2][C:3]1[CH:4]=[C:5]2[C:10](=[CH:11][CH:12]=1)[CH:9]=[C:8]([CH:13]([CH3:17])[C:14]([NH2:16])=O)[CH:7]=[CH:6]2.CSC.B.C1COCC1.[OH-].[Na+]. The catalyst is CO. The product is [CH3:1][O:2][C:3]1[CH:4]=[C:5]2[C:10](=[CH:11][CH:12]=1)[CH:9]=[C:8]([CH:13]([CH3:17])[CH2:14][NH2:16])[CH:7]=[CH:6]2. The yield is 0.850.